From a dataset of Full USPTO retrosynthesis dataset with 1.9M reactions from patents (1976-2016). Predict the reactants needed to synthesize the given product. (1) Given the product [Cl:18][C:19]1[CH:24]=[C:23]([S:25]([CH3:28])(=[O:27])=[O:26])[CH:22]=[CH:21][C:20]=1[O:17][C:9]1[CH:8]=[C:7]([CH:12]=[C:11]([C:13]([F:15])([F:16])[F:14])[CH:10]=1)[CH2:6][C:5]1[NH:1][N:2]=[N:3][N:4]=1, predict the reactants needed to synthesize it. The reactants are: [NH:1]1[C:5]([CH2:6][C:7]2[CH:8]=[C:9]([OH:17])[CH:10]=[C:11]([C:13]([F:16])([F:15])[F:14])[CH:12]=2)=[N:4][N:3]=[N:2]1.[Cl:18][C:19]1[CH:24]=[C:23]([S:25]([CH3:28])(=[O:27])=[O:26])[CH:22]=[CH:21][C:20]=1F. (2) The reactants are: BrC1C=C([N+]([O-])=O)C(O)=C(C/C=C/C)C=1.BrC1C=C(C(C2C=CC=CC=2)C=C)C(O)=C([N+]([O-])=O)C=1.[Br:36][C:37]1[CH:38]=[C:39]([CH:50]([C:53]2[CH:58]=[CH:57][CH:56]=[CH:55][CH:54]=2)[CH:51]=[CH2:52])[C:40]([O:46][CH2:47][CH2:48][CH3:49])=[C:41]([N+:43]([O-:45])=[O:44])[CH:42]=1. Given the product [CH2:47]([O:46][C:40]1[C:39]([CH:50]([C:53]2[CH:58]=[CH:57][CH:56]=[CH:55][CH:54]=2)[CH:51]=[CH2:52])=[CH:38][C:37]([Br:36])=[CH:42][C:41]=1[N+:43]([O-:45])=[O:44])[CH:48]=[CH2:49], predict the reactants needed to synthesize it. (3) Given the product [C:1]([O:5][C:6](=[O:40])[C:7]1[CH:12]=[CH:11][CH:10]=[C:9]([CH2:13][CH:14]([NH:28][C:29](=[O:37])[CH2:30][CH:31]2[CH2:32][CH2:33][N:34]([CH2:48][C:49]#[N:50])[CH2:35][CH2:36]2)[B:15]2[O:23][CH:22]3[C:17]([CH3:27])([CH:18]4[CH2:24][CH:20]([CH2:21]3)[C:19]4([CH3:25])[CH3:26])[O:16]2)[C:8]=1[O:38][CH3:39])([CH3:2])([CH3:3])[CH3:4], predict the reactants needed to synthesize it. The reactants are: [C:1]([O:5][C:6](=[O:40])[C:7]1[CH:12]=[CH:11][CH:10]=[C:9]([CH2:13][CH:14]([NH:28][C:29](=[O:37])[CH2:30][CH:31]2[CH2:36][CH2:35][NH:34][CH2:33][CH2:32]2)[B:15]2[O:23][CH:22]3[C:17]([CH3:27])([CH:18]4[CH2:24][CH:20]([CH2:21]3)[C:19]4([CH3:26])[CH3:25])[O:16]2)[C:8]=1[O:38][CH3:39])([CH3:4])([CH3:3])[CH3:2].C(=O)([O-])[O-].[K+].[K+].Br[CH2:48][C:49]#[N:50]. (4) Given the product [O:1]1[C:5]2[CH:6]=[CH:7][C:8]([C:10]3[S:11][CH:12]=[C:13]([C:15]([NH:29][C:27]4[NH:26][C:25]5[CH:30]=[CH:31][C:22]([S:19]([CH3:18])(=[O:21])=[O:20])=[CH:23][C:24]=5[N:28]=4)=[O:17])[N:14]=3)=[CH:9][C:4]=2[CH2:3][CH2:2]1, predict the reactants needed to synthesize it. The reactants are: [O:1]1[C:5]2[CH:6]=[CH:7][C:8]([C:10]3[S:11][CH:12]=[C:13]([C:15]([OH:17])=O)[N:14]=3)=[CH:9][C:4]=2[CH2:3][CH2:2]1.[CH3:18][S:19]([C:22]1[CH:31]=[CH:30][C:25]2[NH:26][C:27]([NH2:29])=[N:28][C:24]=2[CH:23]=1)(=[O:21])=[O:20].F[P-](F)(F)(F)(F)F.N1(OC(N(C)C)=[N+](C)C)C2C=CC=CC=2N=N1.C(N(CC)C(C)C)(C)C.